This data is from Catalyst prediction with 721,799 reactions and 888 catalyst types from USPTO. The task is: Predict which catalyst facilitates the given reaction. (1) Reactant: [C:1]1(=O)[CH2:6][CH2:5][CH2:4][CH2:3][C:2]1=[O:7].BrBr.[Cl:11][CH2:12][CH2:13][CH2:14][O:15][C:16]1[CH:21]=[CH:20][C:19]([C:22](=[S:24])[NH2:23])=[CH:18][CH:17]=1. Product: [Cl:11][CH2:12][CH2:13][CH2:14][O:15][C:16]1[CH:21]=[CH:20][C:19]([C:22]2[S:24][C:6]3[CH2:5][CH2:4][CH2:3][C:2](=[O:7])[C:1]=3[N:23]=2)=[CH:18][CH:17]=1. The catalyst class is: 7. (2) Reactant: [I:1]N1C(=O)CCC1=O.[Cl:9][C:10]1[C:11]2[N:12]([C:16]([CH:19]3[CH2:22][C:21]([CH2:24][OH:25])([OH:23])[CH2:20]3)=[N:17][CH:18]=2)[CH:13]=[CH:14][N:15]=1. Product: [Cl:9][C:10]1[C:11]2[N:12]([C:16]([CH:19]3[CH2:20][C:21]([CH2:24][OH:25])([OH:23])[CH2:22]3)=[N:17][C:18]=2[I:1])[CH:13]=[CH:14][N:15]=1. The catalyst class is: 9. (3) Reactant: Br[C:2]1[CH:7]=[CH:6][C:5]([CH:8]2[CH2:12][C:11]([C:17]3[CH:22]=[C:21]([Cl:23])[CH:20]=[C:19]([Cl:24])[CH:18]=3)([C:13]([F:16])([F:15])[F:14])[CH:10]=[N:9]2)=[CH:4][C:3]=1[CH3:25].[C:26]([O-:29])(=[O:28])C.[Na+].[C]=O.[CH2:33](O)[CH3:34]. Product: [CH2:33]([O:29][C:26](=[O:28])[C:2]1[CH:7]=[CH:6][C:5]([CH:8]2[CH2:12][C:11]([C:17]3[CH:22]=[C:21]([Cl:23])[CH:20]=[C:19]([Cl:24])[CH:18]=3)([C:13]([F:14])([F:16])[F:15])[CH:10]=[N:9]2)=[CH:4][C:3]=1[CH3:25])[CH3:34]. The catalyst class is: 423. (4) Reactant: [CH3:1][C:2]1[N:3]=[CH:4][S:5][C:6]=1[CH2:7][CH2:8][OH:9].[Br:10][CH2:11][C:12](Br)=[O:13].C([O-])(O)=O.[Na+]. Product: [Br:10][CH2:11][C:12]([O:9][CH2:8][CH2:7][C:6]1[S:5][CH:4]=[N:3][C:2]=1[CH3:1])=[O:13]. The catalyst class is: 22. (5) Reactant: [NH:1]1[C:10]2[C:5](=[CH:6][CH:7]=[CH:8]C=2)[CH2:4][CH2:3][CH2:2]1.[Li][CH2:12][CH2:13][CH2:14][CH3:15].C(=O)=O.C([Li])(C)(C)C.[CH3:24][C:25]1(C)[C:29](=O)[CH:28]=[CH:27][C:26]1(C)C. Product: [CH3:15][C:14]1[C:26]([CH3:27])=[C:25]([CH3:24])[CH:29]([CH3:28])[C:13]=1[C:12]1[CH:8]=[CH:7][CH:6]=[C:5]2[C:10]=1[NH:1][CH2:2][CH2:3][CH2:4]2. The catalyst class is: 1. (6) Reactant: [CH:1]1([C:6]2[CH:11]=[CH:10][C:9]([S:12](Cl)(=[O:14])=[O:13])=[C:8]([F:16])[CH:7]=2)[CH2:5][CH2:4][CH2:3][CH2:2]1.[NH2:17][C:18]1[CH:22]=[CH:21][S:20][C:19]=1[C:23]([O:25][CH3:26])=[O:24].N1C=CC=CC=1. Product: [CH:1]1([C:6]2[CH:11]=[CH:10][C:9]([S:12]([NH:17][C:18]3[CH:22]=[CH:21][S:20][C:19]=3[C:23]([O:25][CH3:26])=[O:24])(=[O:14])=[O:13])=[C:8]([F:16])[CH:7]=2)[CH2:5][CH2:4][CH2:3][CH2:2]1. The catalyst class is: 4. (7) Reactant: [F:1][C:2]1[CH:7]=[CH:6][C:5]([N:8]2[C:13](=[O:14])[CH:12]=[CH:11][N:10]=[C:9]2[CH:15]([NH:17][CH3:18])[CH3:16])=[CH:4][CH:3]=1.[F:19][C:20]([F:31])([F:30])[C:21]1[CH:22]=[C:23]([N:27]=[C:28]=[O:29])[CH:24]=[CH:25][CH:26]=1. Product: [F:1][C:2]1[CH:3]=[CH:4][C:5]([N:8]2[C:13](=[O:14])[CH:12]=[CH:11][N:10]=[C:9]2[CH:15]([N:17]([CH3:18])[C:28]([NH:27][C:23]2[CH:24]=[CH:25][CH:26]=[C:21]([C:20]([F:30])([F:31])[F:19])[CH:22]=2)=[O:29])[CH3:16])=[CH:6][CH:7]=1. The catalyst class is: 22.